From a dataset of Full USPTO retrosynthesis dataset with 1.9M reactions from patents (1976-2016). Predict the reactants needed to synthesize the given product. (1) Given the product [CH2:40]([O:39][C:37](=[O:38])[CH:36]([CH2:11][C:7]1[CH:8]=[CH:9][CH:10]=[C:5]([O:4][CH2:3][C:2]([F:12])([F:13])[F:1])[CH:6]=1)[C:35]([C:42]1[CH:43]=[CH:44][C:45]([F:48])=[CH:46][CH:47]=1)=[O:34])[CH3:41], predict the reactants needed to synthesize it. The reactants are: [F:1][C:2]([F:13])([F:12])[CH2:3][O:4][C:5]1[CH:6]=[C:7]([CH3:11])[CH:8]=[CH:9][CH:10]=1.BrN1C(=O)CCC1=O.N(C(C)(C)C#N)=NC(C)(C)C#N.[O:34]=[C:35]([C:42]1[CH:47]=[CH:46][C:45]([F:48])=[CH:44][CH:43]=1)[CH2:36][C:37]([O:39][CH2:40][CH3:41])=[O:38].[H-].[Na+].C(Br)(Br)Br. (2) Given the product [F:22][C:19]1[CH:20]=[CH:21][C:16]([CH:13]2[CH2:12][CH2:11][N:10]([C:8]([C:7]3[C:2]([O:52][C:51]4[CH:46]=[CH:47][C:48]([CH3:53])=[CH:49][CH:50]=4)=[C:3]([CH3:45])[C:4]([S:23]([N:26]([CH2:36][C:37]4[CH:38]=[CH:39][C:40]([O:43][CH3:44])=[CH:41][CH:42]=4)[CH2:27][C:28]4[CH:29]=[CH:30][C:31]([O:34][CH3:35])=[CH:32][CH:33]=4)(=[O:24])=[O:25])=[N:5][CH:6]=3)=[O:9])[CH2:15][CH2:14]2)=[CH:17][CH:18]=1, predict the reactants needed to synthesize it. The reactants are: Cl[C:2]1[C:7]([C:8]([N:10]2[CH2:15][CH2:14][CH:13]([C:16]3[CH:21]=[CH:20][C:19]([F:22])=[CH:18][CH:17]=3)[CH2:12][CH2:11]2)=[O:9])=[CH:6][N:5]=[C:4]([S:23]([N:26]([CH2:36][C:37]2[CH:42]=[CH:41][C:40]([O:43][CH3:44])=[CH:39][CH:38]=2)[CH2:27][C:28]2[CH:33]=[CH:32][C:31]([O:34][CH3:35])=[CH:30][CH:29]=2)(=[O:25])=[O:24])[C:3]=1[CH3:45].[CH:46]1[C:51]([OH:52])=[CH:50][CH:49]=[C:48]([CH3:53])[CH:47]=1.C(=O)([O-])[O-].[Cs+].[Cs+].[Cl-].[Na+]. (3) Given the product [CH2:1]([O:8][C:9]1[C:14]([O:15][CH3:16])=[CH:13][CH:12]=[CH:11][C:10]=1[CH2:17][CH:18]([OH:21])[CH2:19][O:20][Si:22]([C:25]([CH3:28])([CH3:27])[CH3:26])([CH3:24])[CH3:23])[C:2]1[CH:3]=[CH:4][CH:5]=[CH:6][CH:7]=1, predict the reactants needed to synthesize it. The reactants are: [CH2:1]([O:8][C:9]1[C:14]([O:15][CH3:16])=[CH:13][CH:12]=[CH:11][C:10]=1[CH2:17][CH:18]([OH:21])[CH2:19][OH:20])[C:2]1[CH:7]=[CH:6][CH:5]=[CH:4][CH:3]=1.[Si:22](Cl)([C:25]([CH3:28])([CH3:27])[CH3:26])([CH3:24])[CH3:23].C(N(CC)CC)C. (4) Given the product [Cl:1][C:2]1[CH:18]=[CH:17][C:5]2[CH2:6][CH2:7][N:8]([C:11](=[O:16])[C:12]([F:15])([F:14])[F:13])[CH2:9][CH2:10][C:4]=2[C:3]=1[NH:27][CH2:28][C:29]1[CH:30]=[N:31][C:32]([O:35][CH2:36][C:37](=[O:44])[NH:38][CH2:39][C:40]([CH3:42])([CH3:41])[CH3:43])=[CH:33][CH:34]=1, predict the reactants needed to synthesize it. The reactants are: [Cl:1][C:2]1[CH:18]=[CH:17][C:5]2[CH2:6][CH2:7][N:8]([C:11](=[O:16])[C:12]([F:15])([F:14])[F:13])[CH2:9][CH2:10][C:4]=2[C:3]=1OS(C(F)(F)F)(=O)=O.[NH2:27][CH2:28][C:29]1[CH:30]=[N:31][C:32]([O:35][CH2:36][C:37](=[O:44])[NH:38][CH2:39][C:40]([CH3:43])([CH3:42])[CH3:41])=[CH:33][CH:34]=1. (5) Given the product [CH3:1][O:2][C:3]1[CH:8]=[C:7]([O:9][CH3:10])[N:6]=[C:5]([C:11]2[C:20]3[C:15](=[CH:16][CH:17]=[CH:18][CH:19]=3)[NH:21][C:12]=2[CH3:13])[N:4]=1, predict the reactants needed to synthesize it. The reactants are: [CH3:1][O:2][C:3]1[CH:8]=[C:7]([O:9][CH3:10])[N:6]=[C:5]([CH2:11][C:12](=O)[CH3:13])[N:4]=1.[C:15]1([NH:21]N)[CH:20]=[CH:19][CH:18]=[CH:17][CH:16]=1.C(OCC)(=O)C.O. (6) Given the product [CH2:1]([O:3][C:4]([C:6]1[C:10]([CH3:11])=[N:9][N:8]2[C:14]([C:16]3[CH:21]=[CH:20][C:19]([CH3:22])=[CH:18][C:17]=3[CH3:23])=[C:13]([CH3:24])[O:12][C:7]=12)=[O:5])[CH3:2], predict the reactants needed to synthesize it. The reactants are: [CH2:1]([O:3][C:4]([C:6]1[C:7]([O:12][CH:13]([CH3:24])[C:14]([C:16]2[CH:21]=[CH:20][C:19]([CH3:22])=[CH:18][C:17]=2[CH3:23])=O)=[N:8][NH:9][C:10]=1[CH3:11])=[O:5])[CH3:2].O.C1(C)C=CC(S(O)(=O)=O)=CC=1.